Dataset: Catalyst prediction with 721,799 reactions and 888 catalyst types from USPTO. Task: Predict which catalyst facilitates the given reaction. (1) Reactant: [Br:1][C:2]1[CH:11]=[CH:10][C:9]([N+:12]([O-])=O)=[C:8]2[C:3]=1[CH:4]=[CH:5][N:6]([CH3:16])[C:7]2=[O:15].Cl.CCOC(C)=O.C(Cl)Cl. Product: [NH2:12][C:9]1[CH:10]=[CH:11][C:2]([Br:1])=[C:3]2[C:8]=1[C:7](=[O:15])[N:6]([CH3:16])[CH:5]=[CH:4]2. The catalyst class is: 186. (2) Reactant: [C:1]([OH:13])(=[O:12])[CH2:2][C:3](CC(O)=O)([C:5]([OH:7])=[O:6])[OH:4].O1B([C@@H](NC(=O)CNC(=O)C2C=C(Cl)C=CC=2Cl)CC(C)C)OB([C@@H](NC(=O)CNC(=O)C2C=C(Cl)C=CC=2Cl)CC(C)C)O[B:15]1[C@@H](NC(=O)CNC(=O)C1C=C(Cl)C=CC=1Cl)CC(C)C. Product: [O:12]=[C:1]1[O:13][BH:15][O:4][CH:3]([C:5]([OH:7])=[O:6])[CH2:2]1. The catalyst class is: 25. (3) Reactant: C[O-].[Na+:3].[CH3:4][O:5][CH:6]=[O:7].C1(=O)[O:12][CH2:11][CH2:10][CH2:9]1. Product: [O:7]=[C:6]1[O:5][CH2:4][CH2:9]/[C:10]/1=[CH:11]/[O-:12].[Na+:3]. The catalyst class is: 28. (4) Reactant: [CH2:1]([N:8]=[C:9]=[O:10])[C:2]1[CH:7]=[CH:6][CH:5]=[CH:4][CH:3]=1.[C:11]1([C:17]2([CH2:27][CH:28]([CH3:30])[CH3:29])[C:21]3[CH2:22][NH:23][CH2:24][CH2:25][C:20]=3[C:19](=[O:26])[O:18]2)[CH:16]=[CH:15][CH:14]=[CH:13][CH:12]=1. Product: [CH2:1]([NH:8][C:9]([N:23]1[CH2:24][CH2:25][C:20]2[C:19](=[O:26])[O:18][C:17]([CH2:27][CH:28]([CH3:29])[CH3:30])([C:11]3[CH:16]=[CH:15][CH:14]=[CH:13][CH:12]=3)[C:21]=2[CH2:22]1)=[O:10])[C:2]1[CH:7]=[CH:6][CH:5]=[CH:4][CH:3]=1. The catalyst class is: 4. (5) Reactant: [H-].[Na+].[F:3][C:4]1[CH:5]=[C:6]([CH:18]=[CH:19][C:20]=1[F:21])[O:7][C:8]1[CH:15]=[CH:14][C:13]([CH2:16][OH:17])=[CH:12][C:9]=1[C:10]#[N:11].Cl[C:23]1[CH:24]=[C:25]2[N:32]([CH:33]([CH3:35])[CH3:34])[CH2:31][CH2:30][N:26]2[C:27](=[O:29])[N:28]=1. Product: [F:3][C:4]1[CH:5]=[C:6]([CH:18]=[CH:19][C:20]=1[F:21])[O:7][C:8]1[CH:15]=[CH:14][C:13]([CH2:16][O:17][C:23]2[CH:24]=[C:25]3[N:32]([CH:33]([CH3:35])[CH3:34])[CH2:31][CH2:30][N:26]3[C:27](=[O:29])[N:28]=2)=[CH:12][C:9]=1[C:10]#[N:11]. The catalyst class is: 118. (6) Reactant: FC(F)(F)S(OS(C(F)(F)F)(=O)=O)(=O)=O.[Br:16][C:17]1[CH:18]=[C:19]([CH:24]=[C:25]([C:28](=[O:38])[CH2:29][C:30]([N:32]2[CH2:37][CH2:36][O:35][CH2:34][CH2:33]2)=[O:31])[C:26]=1O)[C:20]([O:22][CH3:23])=[O:21]. Product: [Br:16][C:17]1[CH:18]=[C:19]([C:20]([O:22][CH3:23])=[O:21])[CH:24]=[C:25]2[C:26]=1[O:31][C:30]([N:32]1[CH2:37][CH2:36][O:35][CH2:34][CH2:33]1)=[CH:29][C:28]2=[O:38]. The catalyst class is: 26. (7) Reactant: F[C:2]1[C:3]([N+:8]([O-:10])=[O:9])=[N:4][CH:5]=[CH:6][CH:7]=1.[NH2:11][C:12]1[CH:17]=[CH:16][CH:15]=[CH:14][CH:13]=1.CCN(CC)CC. Product: [N+:8]([C:3]1[C:2]([NH:11][C:12]2[CH:17]=[CH:16][CH:15]=[CH:14][CH:13]=2)=[CH:7][CH:6]=[CH:5][N:4]=1)([O-:10])=[O:9]. The catalyst class is: 3. (8) Reactant: [C:1]([C:4]1[CH:9]=[CH:8][C:7]([C:10]2[N:14]3[CH:15]=[C:16]([C:19]4[CH:27]=[CH:26][C:22]([C:23](O)=[O:24])=[CH:21][CH:20]=4)[N:17]=[CH:18][C:13]3=[N:12][CH:11]=2)=[CH:6][CH:5]=1)(=O)[NH2:2].P(Cl)(Cl)(Cl)=O.[CH3:33][C:34]1(O)[CH2:39][CH2:38][NH:37][CH2:36][CH2:35]1.N1C=CC=CC=1. Product: [CH3:33][C:34]1[CH2:39][CH2:38][N:37]([C:23]([C:22]2[CH:21]=[CH:20][C:19]([C:16]3[N:17]=[CH:18][C:13]4[N:14]([C:10]([C:7]5[CH:8]=[CH:9][C:4]([C:1]#[N:2])=[CH:5][CH:6]=5)=[CH:11][N:12]=4)[CH:15]=3)=[CH:27][CH:26]=2)=[O:24])[CH2:36][CH:35]=1. The catalyst class is: 18. (9) Reactant: O=S1(=O)CCC[N:3]1[C:7]1[CH:12]=[CH:11][C:10]([C:13]2[N:14](CC)[C:15]3[C:20]([C:21]=2[C:22]#[N:23])=[CH:19][CH:18]=[C:17]([O:24][C:25](F)(F)F)[CH:16]=3)=[CH:9][CH:8]=1.[CH:32]([O:35][C:36](Cl)=[O:37])([CH3:34])[CH3:33].N1[CH:44]=[CH:43][CH:42]=CC=1. Product: [CH:32]([O:35][C:36](=[O:37])[NH:3][C:7]1[CH:12]=[CH:11][C:10]([C:13]2[N:14]([CH:42]3[CH2:43][CH2:44]3)[C:15]3[C:20]([C:21]=2[C:22]#[N:23])=[CH:19][CH:18]=[C:17]([O:24][CH3:25])[CH:16]=3)=[CH:9][CH:8]=1)([CH3:34])[CH3:33]. The catalyst class is: 93. (10) Reactant: Cl.[CH3:2][N:3]1[C:18]2[C:13](=[CH:14][CH:15]=[CH:16][CH:17]=2)[C:5]([CH2:6][C@@H:7]([C:9]([O:11][CH3:12])=[O:10])[NH2:8])=[CH:4]1.C(N(CC)CC)C.[O:26]([C:33]1[CH:43]=[CH:42][C:36]([CH:37]=[CH:38][C:39](O)=[O:40])=[CH:35][CH:34]=1)[C:27]1[CH:32]=[CH:31][CH:30]=[CH:29][CH:28]=1.CCN=C=NCCCN(C)C.Cl. Product: [CH3:2][N:3]1[C:18]2[C:13](=[CH:14][CH:15]=[CH:16][CH:17]=2)[C:5]([CH2:6][C@@H:7]([C:9]([O:11][CH3:12])=[O:10])[NH:8][C:39](=[O:40])[CH:38]=[CH:37][C:36]2[CH:42]=[CH:43][C:33]([O:26][C:27]3[CH:32]=[CH:31][CH:30]=[CH:29][CH:28]=3)=[CH:34][CH:35]=2)=[CH:4]1. The catalyst class is: 2.